From a dataset of NCI-60 drug combinations with 297,098 pairs across 59 cell lines. Regression. Given two drug SMILES strings and cell line genomic features, predict the synergy score measuring deviation from expected non-interaction effect. (1) Drug 1: CC(CN1CC(=O)NC(=O)C1)N2CC(=O)NC(=O)C2. Drug 2: C1CCC(C(C1)N)N.C(=O)(C(=O)[O-])[O-].[Pt+4]. Cell line: OVCAR-8. Synergy scores: CSS=21.0, Synergy_ZIP=-9.90, Synergy_Bliss=-7.36, Synergy_Loewe=-7.53, Synergy_HSA=-3.52. (2) Drug 1: C1CCN(CC1)CCOC2=CC=C(C=C2)C(=O)C3=C(SC4=C3C=CC(=C4)O)C5=CC=C(C=C5)O. Drug 2: CCCCC(=O)OCC(=O)C1(CC(C2=C(C1)C(=C3C(=C2O)C(=O)C4=C(C3=O)C=CC=C4OC)O)OC5CC(C(C(O5)C)O)NC(=O)C(F)(F)F)O. Cell line: OVCAR-5. Synergy scores: CSS=1.36, Synergy_ZIP=1.14, Synergy_Bliss=4.01, Synergy_Loewe=1.11, Synergy_HSA=2.08. (3) Drug 1: CS(=O)(=O)C1=CC(=C(C=C1)C(=O)NC2=CC(=C(C=C2)Cl)C3=CC=CC=N3)Cl. Drug 2: C#CCC(CC1=CN=C2C(=N1)C(=NC(=N2)N)N)C3=CC=C(C=C3)C(=O)NC(CCC(=O)O)C(=O)O. Cell line: MDA-MB-435. Synergy scores: CSS=-9.46, Synergy_ZIP=2.05, Synergy_Bliss=-5.70, Synergy_Loewe=-18.0, Synergy_HSA=-13.2. (4) Drug 1: CNC(=O)C1=CC=CC=C1SC2=CC3=C(C=C2)C(=NN3)C=CC4=CC=CC=N4. Drug 2: C(CN)CNCCSP(=O)(O)O. Cell line: COLO 205. Synergy scores: CSS=24.4, Synergy_ZIP=1.82, Synergy_Bliss=13.5, Synergy_Loewe=10.6, Synergy_HSA=10.3. (5) Drug 1: CC(C)(C1=NC(=CC=C1)N2C3=NC(=NC=C3C(=O)N2CC=C)NC4=CC=C(C=C4)N5CCN(CC5)C)O. Drug 2: C1CC(C1)(C2=CC=C(C=C2)C3=C(C=C4C(=N3)C=CN5C4=NNC5=O)C6=CC=CC=C6)N. Cell line: T-47D. Synergy scores: CSS=38.6, Synergy_ZIP=3.92, Synergy_Bliss=3.75, Synergy_Loewe=2.81, Synergy_HSA=8.40. (6) Drug 1: C1=C(C(=O)NC(=O)N1)N(CCCl)CCCl. Drug 2: CC(C)NC(=O)C1=CC=C(C=C1)CNNC.Cl. Cell line: T-47D. Synergy scores: CSS=19.2, Synergy_ZIP=-6.05, Synergy_Bliss=4.98, Synergy_Loewe=-7.86, Synergy_HSA=3.67. (7) Drug 1: C1=NC2=C(N=C(N=C2N1C3C(C(C(O3)CO)O)F)Cl)N. Drug 2: CC1C(C(CC(O1)OC2CC(CC3=C2C(=C4C(=C3O)C(=O)C5=CC=CC=C5C4=O)O)(C(=O)C)O)N)O. Cell line: ACHN. Synergy scores: CSS=61.2, Synergy_ZIP=-1.68, Synergy_Bliss=-1.78, Synergy_Loewe=-3.66, Synergy_HSA=0.745.